This data is from Catalyst prediction with 721,799 reactions and 888 catalyst types from USPTO. The task is: Predict which catalyst facilitates the given reaction. (1) Reactant: [Li+].[OH-].[CH3:3][N:4]([CH3:26])[S:5]([C:8]1[CH:9]=[CH:10][C:11]([O:18][CH2:19][C:20]2[CH:25]=[CH:24][CH:23]=[CH:22][CH:21]=2)=[C:12]([CH:17]=1)[C:13]([O:15]C)=[O:14])(=[O:7])=[O:6].Cl. Product: [CH3:3][N:4]([CH3:26])[S:5]([C:8]1[CH:9]=[CH:10][C:11]([O:18][CH2:19][C:20]2[CH:25]=[CH:24][CH:23]=[CH:22][CH:21]=2)=[C:12]([CH:17]=1)[C:13]([OH:15])=[O:14])(=[O:6])=[O:7]. The catalyst class is: 253. (2) Reactant: [CH2:1]([N:3]([CH2:14][CH3:15])[C:4]([CH:6]1[CH2:11][CH:10]([CH3:12])[CH2:9][CH2:8][C:7]1=[O:13])=[O:5])[CH3:2].[Br:16]Br. Product: [CH2:14]([N:3]([CH2:1][CH3:2])[C:4]([C:6]1[CH2:11][CH:10]([CH3:12])[CH2:9][CH:8]([Br:16])[C:7]=1[OH:13])=[O:5])[CH3:15]. The catalyst class is: 27. (3) Reactant: Cl.[C:2]([O:6][C:7](=[O:17])[C:8]1[CH:13]=[CH:12][C:11]([C@H:14]([NH2:16])[CH3:15])=[CH:10][CH:9]=1)([CH3:5])([CH3:4])[CH3:3].[F:18][C:19]([F:31])([F:30])[C:20]1[CH:25]=[CH:24][C:23]([S:26](Cl)(=[O:28])=[O:27])=[CH:22][CH:21]=1.C(N(CC)CC)C. Product: [F:31][C:19]([F:18])([F:30])[C:20]1[CH:21]=[CH:22][C:23]([S:26]([NH:16][C@@H:14]([C:11]2[CH:10]=[CH:9][C:8]([C:7]([O:6][C:2]([CH3:3])([CH3:5])[CH3:4])=[O:17])=[CH:13][CH:12]=2)[CH3:15])(=[O:28])=[O:27])=[CH:24][CH:25]=1. The catalyst class is: 9. (4) Reactant: [N+:1]([C:4]1[N:9]=[CH:8][C:7]([C:10](=[O:12])[CH3:11])=[CH:6][CH:5]=1)([O-:3])=[O:2].[Br:13]N1C(=O)CCC1=O. Product: [Br:13][CH2:11][C:10]([C:7]1[CH:8]=[N:9][C:4]([N+:1]([O-:3])=[O:2])=[CH:5][CH:6]=1)=[O:12]. The catalyst class is: 7. (5) Reactant: [CH:1]1([N:5]2[CH:9]=[C:8]([N+:10]([O-])=O)[N:7]=[CH:6]2)[CH2:4][CH2:3][CH2:2]1.C(OCC)(=O)C.CCN(CC)CC.[N:26]1[C:35]2[C:30](=[CH:31][C:32]([CH2:36][C:37](O)=[O:38])=[CH:33][CH:34]=2)[CH:29]=[CH:28][CH:27]=1. Product: [CH:1]1([N:5]2[CH:9]=[C:8]([NH:10][C:37](=[O:38])[CH2:36][C:32]3[CH:31]=[C:30]4[C:35](=[CH:34][CH:33]=3)[N:26]=[CH:27][CH:28]=[CH:29]4)[N:7]=[CH:6]2)[CH2:4][CH2:3][CH2:2]1. The catalyst class is: 707. (6) Reactant: C(O)=O.[NH2:4][CH2:5][CH2:6][O:7][C:8]1[CH:31]=[CH:30][C:11]([NH:12][CH:13]2[CH2:18][CH2:17][N:16]([C:19]([NH:21][CH2:22][CH2:23][CH2:24][CH2:25][CH2:26][CH2:27][CH2:28][CH3:29])=[O:20])[CH2:15][CH2:14]2)=[CH:10][CH:9]=1.[O:32]1[CH2:34][C@H:33]1[CH2:35][O:36][C:37]1[C:45]2[NH:44][C:43](=[O:46])[NH:42][C:41]=2[CH:40]=[CH:39][CH:38]=1. Product: [CH2:22]([NH:21][C:19]([N:16]1[CH2:15][CH2:14][CH:13]([NH:12][C:11]2[CH:10]=[CH:9][C:8]([O:7][CH2:6][CH2:5][NH:4][CH2:34][C@H:33]([OH:32])[CH2:35][O:36][C:37]3[C:45]4[NH:44][C:43](=[O:46])[NH:42][C:41]=4[CH:40]=[CH:39][CH:38]=3)=[CH:31][CH:30]=2)[CH2:18][CH2:17]1)=[O:20])[CH2:23][CH2:24][CH2:25][CH2:26][CH2:27][CH2:28][CH3:29]. The catalyst class is: 147. (7) Reactant: [S:1]1[CH:5]=[CH:4][N:3]=[C:2]1[C:6]1[CH:7]=[C:8]([CH:14]=[CH:15][CH:16]=1)[CH2:9][NH:10][CH:11]([CH3:13])[CH3:12].[N:17]([C:20]1[CH:25]=[CH:24][C:23]([O:26][C:27]([F:30])([F:29])[F:28])=[CH:22][CH:21]=1)=[C:18]=[O:19]. Product: [CH3:12][CH:11]([N:10]([CH2:9][C:8]1[CH:14]=[CH:15][CH:16]=[C:6]([C:2]2[S:1][CH:5]=[CH:4][N:3]=2)[CH:7]=1)[C:18]([NH:17][C:20]1[CH:25]=[CH:24][C:23]([O:26][C:27]([F:28])([F:29])[F:30])=[CH:22][CH:21]=1)=[O:19])[CH3:13]. The catalyst class is: 4. (8) Reactant: [NH:1]1[C:9]2[C:4](=[CH:5][CH:6]=[CH:7][CH:8]=2)[C:3]2([CH2:13][O:12][C:11]3[CH:14]=[C:15]4[C:19](=[CH:20][C:10]2=3)[CH2:18][CH2:17][O:16]4)[C:2]1=[O:21].[H-].[Na+].I[CH3:25]. Product: [CH3:25][N:1]1[C:9]2[C:4](=[CH:5][CH:6]=[CH:7][CH:8]=2)[C:3]2([CH2:13][O:12][C:11]3[CH:14]=[C:15]4[C:19](=[CH:20][C:10]2=3)[CH2:18][CH2:17][O:16]4)[C:2]1=[O:21]. The catalyst class is: 9.